This data is from Full USPTO retrosynthesis dataset with 1.9M reactions from patents (1976-2016). The task is: Predict the reactants needed to synthesize the given product. (1) The reactants are: Cl[C:2]1[C:3]2[N:4]([CH:10]=[CH:11][CH:12]=2)[N:5]=[CH:6][C:7]=1[C:8]#[N:9].[O:13]1[CH2:17][CH2:16][CH:15]([NH2:18])[CH2:14]1.CCN(C(C)C)C(C)C. Given the product [O:13]1[CH2:17][CH2:16][CH:15]([NH:18][C:2]2[C:3]3[N:4]([CH:10]=[CH:11][CH:12]=3)[N:5]=[CH:6][C:7]=2[C:8]#[N:9])[CH2:14]1, predict the reactants needed to synthesize it. (2) Given the product [CH3:6][N:4]([CH3:5])[CH:3]=[CH:10][C:9]([C:12]1[CH:13]=[N:14][CH:15]=[N:16][CH:17]=1)=[O:11], predict the reactants needed to synthesize it. The reactants are: CO[CH:3](OC)[N:4]([CH3:6])[CH3:5].[C:9]([C:12]1[CH:13]=[N:14][CH:15]=[N:16][CH:17]=1)(=[O:11])[CH3:10].C(OC(C)C)(C)C. (3) Given the product [CH3:19][O:20][C:21](=[O:28])[C:22]([NH:27][C:15]([C:7]1[CH:6]=[N:5][C:4]([CH:1]2[CH2:2][CH2:3]2)=[C:9]([O:10][CH2:11][CH:12]2[CH2:13][CH2:14]2)[N:8]=1)=[O:17])([CH2:25][CH3:26])[CH2:23][CH3:24], predict the reactants needed to synthesize it. The reactants are: [CH:1]1([C:4]2[N:5]=[CH:6][C:7]([C:15]([OH:17])=O)=[N:8][C:9]=2[O:10][CH2:11][CH:12]2[CH2:14][CH2:13]2)[CH2:3][CH2:2]1.Cl.[CH3:19][O:20][C:21](=[O:28])[C:22]([NH2:27])([CH2:25][CH3:26])[CH2:23][CH3:24]. (4) Given the product [CH2:3]([O:5][C:6](=[O:33])[CH2:7][C:8]1[CH:9]=[CH:10][C:11]([N:14]([CH3:35])[C:15]([C:17]2[C:18]([C:23]3[CH:24]=[CH:25][C:26]([C:29]([F:31])([F:32])[F:30])=[CH:27][CH:28]=3)=[CH:19][CH:20]=[CH:21][CH:22]=2)=[O:16])=[CH:12][CH:13]=1)[CH3:4], predict the reactants needed to synthesize it. The reactants are: [H-].[Na+].[CH2:3]([O:5][C:6](=[O:33])[CH2:7][C:8]1[CH:13]=[CH:12][C:11]([NH:14][C:15]([C:17]2[C:18]([C:23]3[CH:28]=[CH:27][C:26]([C:29]([F:32])([F:31])[F:30])=[CH:25][CH:24]=3)=[CH:19][CH:20]=[CH:21][CH:22]=2)=[O:16])=[CH:10][CH:9]=1)[CH3:4].I[CH3:35].O. (5) Given the product [Br:1][C:2]1[CH:3]=[C:4]([CH:8]=[C:9]([S:13][CH3:12])[CH:10]=1)[C:5]([OH:7])=[O:6], predict the reactants needed to synthesize it. The reactants are: [Br:1][C:2]1[CH:3]=[C:4]([CH:8]=[C:9](Br)[CH:10]=1)[C:5]([OH:7])=[O:6].[CH3:12][S:13]C.[Na].CS(C)=O. (6) The reactants are: [CH:1]1([C:19]([O:21]C)=[O:20])[C:3]2([CH2:8][CH2:7][N:6]([C:9]([O:11][CH2:12][C:13]3[CH:18]=[CH:17][CH:16]=[CH:15][CH:14]=3)=[O:10])[CH2:5][CH2:4]2)[CH2:2]1.[Li+].[OH-]. Given the product [CH2:12]([O:11][C:9]([N:6]1[CH2:5][CH2:4][C:3]2([CH:1]([C:19]([OH:21])=[O:20])[CH2:2]2)[CH2:8][CH2:7]1)=[O:10])[C:13]1[CH:14]=[CH:15][CH:16]=[CH:17][CH:18]=1, predict the reactants needed to synthesize it. (7) Given the product [CH:13](=[N:1]/[C:2]1[CH:3]=[CH:4][CH:5]=[C:6]2[C:11]=1[CH:10]=[C:9]([OH:12])[CH:8]=[CH:7]2)\[C:14]1[CH:19]=[CH:18][CH:17]=[CH:16][CH:15]=1, predict the reactants needed to synthesize it. The reactants are: [NH2:1][C:2]1[CH:3]=[CH:4][CH:5]=[C:6]2[C:11]=1[CH:10]=[C:9]([OH:12])[CH:8]=[CH:7]2.[CH:13](=O)[C:14]1[CH:19]=[CH:18][CH:17]=[CH:16][CH:15]=1.S([O-])([O-])(=O)=O.[Na+].[Na+]. (8) Given the product [C:5]([C:4]1[CH:7]=[C:8]([N:10]([CH2:11][C:12]2[CH:17]=[CH:16][C:15]([O:18][CH3:19])=[CH:14][CH:13]=2)[C:29](=[O:30])[C:28]([F:39])([F:38])[F:27])[CH:9]=[C:2]([F:1])[CH:3]=1)#[N:6], predict the reactants needed to synthesize it. The reactants are: [F:1][C:2]1[CH:3]=[C:4]([CH:7]=[C:8]([NH:10][CH2:11][C:12]2[CH:17]=[CH:16][C:15]([O:18][CH3:19])=[CH:14][CH:13]=2)[CH:9]=1)[C:5]#[N:6].C(N(CC)CC)C.[F:27][C:28]([F:39])([F:38])[C:29](O[C:29](=[O:30])[C:28]([F:39])([F:38])[F:27])=[O:30].